Dataset: Full USPTO retrosynthesis dataset with 1.9M reactions from patents (1976-2016). Task: Predict the reactants needed to synthesize the given product. (1) Given the product [NH:1]([C:27]([O:29][CH2:30][CH:31]1[C:43]2[C:38](=[CH:39][CH:40]=[CH:41][CH:42]=2)[C:37]2[C:32]1=[CH:33][CH:34]=[CH:35][CH:36]=2)=[O:28])[C@H:2]([C:24]([O:26][CH3:45])=[O:25])[CH2:3][S:4][C:5]([C:18]1[CH:23]=[CH:22][CH:21]=[CH:20][CH:19]=1)([C:12]1[CH:13]=[CH:14][CH:15]=[CH:16][CH:17]=1)[C:6]1[CH:7]=[CH:8][CH:9]=[CH:10][CH:11]=1, predict the reactants needed to synthesize it. The reactants are: [NH:1]([C:27]([O:29][CH2:30][CH:31]1[C:43]2[C:38](=[CH:39][CH:40]=[CH:41][CH:42]=2)[C:37]2[C:32]1=[CH:33][CH:34]=[CH:35][CH:36]=2)=[O:28])[C@H:2]([C:24]([OH:26])=[O:25])[CH2:3][S:4][C:5]([C:18]1[CH:23]=[CH:22][CH:21]=[CH:20][CH:19]=1)([C:12]1[CH:17]=[CH:16][CH:15]=[CH:14][CH:13]=1)[C:6]1[CH:11]=[CH:10][CH:9]=[CH:8][CH:7]=1.[Si](C=[N+]=[N-])(C)(C)[CH3:45]. (2) Given the product [CH3:1][O:2][C:3](=[O:14])[CH:4]([C:6]1[CH:11]=[CH:10][C:9]([O:12][S:23]([C:22]([F:35])([F:34])[F:21])(=[O:25])=[O:24])=[C:8]([Cl:13])[CH:7]=1)[CH3:5], predict the reactants needed to synthesize it. The reactants are: [CH3:1][O:2][C:3](=[O:14])[CH:4]([C:6]1[CH:11]=[CH:10][C:9]([OH:12])=[C:8]([Cl:13])[CH:7]=1)[CH3:5].N1C=CC=CC=1.[F:21][C:22]([F:35])([F:34])[S:23](O[S:23]([C:22]([F:35])([F:34])[F:21])(=[O:25])=[O:24])(=[O:25])=[O:24].O. (3) Given the product [F:11][C:12]1[CH:13]=[C:14]([CH:15]=[C:16]([N+:18]([O-:20])=[O:19])[CH:17]=1)[O:8][CH:5]1[CH2:6][CH2:7][N:2]([CH3:1])[CH2:3][CH2:4]1, predict the reactants needed to synthesize it. The reactants are: [CH3:1][N:2]1[CH2:7][CH2:6][CH:5]([OH:8])[CH2:4][CH2:3]1.[H-].[Na+].[F:11][C:12]1[CH:17]=[C:16]([N+:18]([O-:20])=[O:19])[CH:15]=[C:14](F)[CH:13]=1.O. (4) Given the product [I:20][CH2:21][CH2:22][O:23][CH2:24][CH2:25][O:26][CH2:4][CH2:5][O:6][C:7]1[CH:8]=[CH:9][C:10]([C:13](=[O:17])[CH2:14][CH2:15][CH3:16])=[CH:11][CH:12]=1, predict the reactants needed to synthesize it. The reactants are: C(N(CC)[CH2:4][CH2:5][O:6][C:7]1[CH:12]=[CH:11][C:10]([C:13](=[O:17])[CH2:14][CH2:15][CH3:16])=[CH:9][CH:8]=1)C.[I:20][CH2:21][CH2:22][O:23][CH2:24][CH2:25][O:26]CCI. (5) Given the product [CH2:4]([NH:8][C:12]1[N:17]=[C:16]2[N:18]([CH:21]([CH3:23])[CH3:22])[CH:19]=[N:20][C:15]2=[C:14]([I:88])[CH:13]=1)[C:3]1[CH:2]=[CH:7][CH:6]=[CH:37][CH:35]=1, predict the reactants needed to synthesize it. The reactants are: Cl[C:2]1[CH:7]=[CH:6]N=[C:4]2[N:8]=CN[C:3]=12.Cl[C:12]1[N:17]=[C:16]2[N:18]([CH:21]([CH3:23])[CH3:22])[CH:19]=[N:20][C:15]2=[C:14](Cl)[CH:13]=1.ClC1C=CN=C2N([CH:35]([CH3:37])C)C=NC=12.FC(F)(F)C(OC(=O)C(F)(F)F)=O.ClC1C=C([N+]([O-])=O)N=C2N(C(C)C)C=NC=12.NC1N=C2N(C(C)C)C=NC2=C(Cl)C=1.ClC1C=C([I:88])N=C2N(C(C)C)C=NC=12. (6) Given the product [C:35]([O:34][C:32]([N:29]1[CH2:30][CH2:31][CH:26]([CH2:25][CH:20]([CH2:19][CH:16]2[CH2:17][CH2:18][N:13]([C:11]([O:10][C:6]([CH3:9])([CH3:8])[CH3:7])=[O:12])[CH2:14][CH2:15]2)[CH2:21][OH:22])[CH2:27][CH2:28]1)=[O:33])([CH3:38])([CH3:37])[CH3:36], predict the reactants needed to synthesize it. The reactants are: [Cl-].[Ca+2].[Cl-].[BH4-].[Na+].[C:6]([O:10][C:11]([N:13]1[CH2:18][CH2:17][CH:16]([CH2:19][CH:20]([CH2:25][CH:26]2[CH2:31][CH2:30][N:29]([C:32]([O:34][C:35]([CH3:38])([CH3:37])[CH3:36])=[O:33])[CH2:28][CH2:27]2)[C:21](OC)=[O:22])[CH2:15][CH2:14]1)=[O:12])([CH3:9])([CH3:8])[CH3:7]. (7) Given the product [Br:12][C:13]1[CH:21]=[CH:20][C:16]([C:17]([NH:1][C:2]2[CH:11]=[CH:10][CH:9]=[C:8]3[C:3]=2[CH:4]=[CH:5][N:6]=[CH:7]3)=[O:18])=[CH:15][CH:14]=1, predict the reactants needed to synthesize it. The reactants are: [NH2:1][C:2]1[CH:11]=[CH:10][CH:9]=[C:8]2[C:3]=1[CH:4]=[CH:5][N:6]=[CH:7]2.[Br:12][C:13]1[CH:21]=[CH:20][C:16]([C:17](O)=[O:18])=[CH:15][CH:14]=1.Cl.CN(C)CCCN=C=NCC. (8) Given the product [CH3:1][O:2][C:3](=[O:21])[C:4]1[CH:9]=[C:8]([C:10]2[CH:19]=[CH:18][C:17]3[N:16]([CH3:24])[C:15](=[O:20])[CH2:14][CH2:13][C:12]=3[N:11]=2)[CH:7]=[N:6][CH:5]=1, predict the reactants needed to synthesize it. The reactants are: [CH3:1][O:2][C:3](=[O:21])[C:4]1[CH:9]=[C:8]([C:10]2[CH:19]=[CH:18][C:17]3[NH:16][C:15](=[O:20])[CH2:14][CH2:13][C:12]=3[N:11]=2)[CH:7]=[N:6][CH:5]=1.[H-].[Na+].[CH3:24]I.O. (9) The reactants are: [NH2:1][C:2]1[CH:7]=[CH:6][C:5]([O:8][C:9]([F:12])([F:11])[F:10])=[CH:4][C:3]=1[C:13]([C:15]1[CH:20]=[CH:19][C:18]([F:21])=[CH:17][CH:16]=1)=O.[F:22][C:23]([F:31])([F:30])[C:24](=[O:29])[CH2:25][C:26](=O)[CH3:27].C(O)(C)C. Given the product [F:22][C:23]([F:31])([F:30])[C:24]([C:25]1[C:26]([CH3:27])=[N:1][C:2]2[C:3]([C:13]=1[C:15]1[CH:20]=[CH:19][C:18]([F:21])=[CH:17][CH:16]=1)=[CH:4][C:5]([O:8][C:9]([F:12])([F:11])[F:10])=[CH:6][CH:7]=2)=[O:29], predict the reactants needed to synthesize it. (10) Given the product [CH2:56]([NH:55][C:54]([C@@H:46]1[C:47]([CH3:53])([CH3:52])[C:48]([F:50])([F:51])[CH2:49][N:45]1[C:43](=[O:44])[C@@H:19]([OH:18])[C@@H:20]([NH:28][C:29](=[O:30])[C:31]1[CH:36]=[C:35]([CH3:37])[CH:34]=[C:33]([OH:38])[C:32]=1[CH3:42])[CH2:21][C:22]1[CH:27]=[CH:26][CH:25]=[CH:24][CH:23]=1)=[O:58])[CH3:57], predict the reactants needed to synthesize it. The reactants are: CO.C([O-])([O-])=O.[K+].[K+].C(OC)(C)(C)C.C([O:18][C@H:19]([C:43]([N:45]1[CH2:49][C:48]([F:51])([F:50])[C:47]([CH3:53])([CH3:52])[C@H:46]1[C:54](=[O:58])[NH:55][CH2:56][CH3:57])=[O:44])[C@@H:20]([NH:28][C:29]([C:31]1[C:32]([CH3:42])=[C:33]([O:38]C(=O)C)[CH:34]=[C:35]([CH3:37])[CH:36]=1)=[O:30])[CH2:21][C:22]1[CH:27]=[CH:26][CH:25]=[CH:24][CH:23]=1)(=O)C.